Dataset: Full USPTO retrosynthesis dataset with 1.9M reactions from patents (1976-2016). Task: Predict the reactants needed to synthesize the given product. (1) Given the product [Cl:23][C:24]1[CH:32]=[C:31]([S:33]([CH3:36])(=[O:35])=[O:34])[CH:30]=[CH:29][C:25]=1[C:26]([NH:1][C@@H:2]([CH2:6][C:7]1[CH:8]=[CH:9][C:10]([C:13]2[C:14](=[O:22])[N:15]([CH3:21])[N:16]=[CH:17][C:18]=2[O:19][CH3:20])=[CH:11][CH:12]=1)[C:3]([OH:5])=[O:4])=[O:27], predict the reactants needed to synthesize it. The reactants are: [NH2:1][C@@H:2]([CH2:6][C:7]1[CH:12]=[CH:11][C:10]([C:13]2[C:14](=[O:22])[N:15]([CH3:21])[N:16]=[CH:17][C:18]=2[O:19][CH3:20])=[CH:9][CH:8]=1)[C:3]([OH:5])=[O:4].[Cl:23][C:24]1[CH:32]=[C:31]([S:33]([CH3:36])(=[O:35])=[O:34])[CH:30]=[CH:29][C:25]=1[C:26](Cl)=[O:27]. (2) Given the product [CH3:24][NH:25][S:26](=[O:28])(=[O:27])[NH:23][C:20]1[CH:21]=[CH:22][C:17]([C:13]2[CH:14]=[C:15]3[C:10](=[CH:11][CH:12]=2)[N:9]=[CH:8][C:7]([N:1]2[CH2:2][CH2:3][O:4][CH2:5][CH2:6]2)=[N:16]3)=[CH:18][CH:19]=1, predict the reactants needed to synthesize it. The reactants are: [N:1]1([C:7]2[CH:8]=[N:9][C:10]3[C:15]([N:16]=2)=[CH:14][C:13]([C:17]2[CH:22]=[CH:21][C:20]([NH2:23])=[CH:19][CH:18]=2)=[CH:12][CH:11]=3)[CH2:6][CH2:5][O:4][CH2:3][CH2:2]1.[CH3:24][NH:25][S:26](Cl)(=[O:28])=[O:27]. (3) Given the product [S:1]1[C:5]2[CH:6]=[CH:7][CH:8]=[CH:9][C:4]=2[N:3]=[C:2]1[C:10]1[C:11]2[CH2:19][CH2:18][C:17]([CH3:21])([CH3:20])[CH2:16][C:12]=2[S:13][C:14]=1[NH:15][C:22](=[O:24])[CH3:23], predict the reactants needed to synthesize it. The reactants are: [S:1]1[C:5]2[CH:6]=[CH:7][CH:8]=[CH:9][C:4]=2[N:3]=[C:2]1[C:10]1[C:11]2[CH2:19][CH2:18][C:17]([CH3:21])([CH3:20])[CH2:16][C:12]=2[S:13][C:14]=1[NH2:15].[C:22](OC(=O)C)(=[O:24])[CH3:23]. (4) Given the product [C:25]([O:24][C:22]([N:1]([C:22]([O:24][C:25]([CH3:28])([CH3:27])[CH3:26])=[O:23])[C:2]1[C:7]([F:8])=[C:6]([C:9]2[CH:14]=[CH:13][C:12]([Cl:15])=[C:11]([F:16])[CH:10]=2)[N:5]=[C:4]([C:17]([O:19][CH3:20])=[O:18])[C:3]=1[Cl:21])=[O:23])([CH3:28])([CH3:27])[CH3:26], predict the reactants needed to synthesize it. The reactants are: [NH2:1][C:2]1[C:7]([F:8])=[C:6]([C:9]2[CH:14]=[CH:13][C:12]([Cl:15])=[C:11]([F:16])[CH:10]=2)[N:5]=[C:4]([C:17]([O:19][CH3:20])=[O:18])[C:3]=1[Cl:21].[C:22](O[C:22]([O:24][C:25]([CH3:28])([CH3:27])[CH3:26])=[O:23])([O:24][C:25]([CH3:28])([CH3:27])[CH3:26])=[O:23]. (5) Given the product [C:16]([NH:15][CH:8]([C:4]1[CH:5]=[CH:6][CH:7]=[C:2]([NH:1][S:33]([C:29]2[CH:30]=[CH:31][CH:32]=[C:27]([N+:24]([O-:26])=[O:25])[CH:28]=2)(=[O:34])=[O:35])[CH:3]=1)[CH2:9][C:10]([O:12][CH2:13][CH3:14])=[O:11])(=[O:23])[C:17]1[CH:22]=[CH:21][CH:20]=[CH:19][CH:18]=1, predict the reactants needed to synthesize it. The reactants are: [NH2:1][C:2]1[CH:3]=[C:4]([CH:8]([NH:15][C:16](=[O:23])[C:17]2[CH:22]=[CH:21][CH:20]=[CH:19][CH:18]=2)[CH2:9][C:10]([O:12][CH2:13][CH3:14])=[O:11])[CH:5]=[CH:6][CH:7]=1.[N+:24]([C:27]1[CH:28]=[C:29]([S:33](Cl)(=[O:35])=[O:34])[CH:30]=[CH:31][CH:32]=1)([O-:26])=[O:25]. (6) Given the product [CH2:19]([N:21]([CH2:22][CH3:23])[C:13]1[CH:14]=[CH:15][C:10]([C:9]([NH:8][C:5]2[CH:6]=[CH:7][C:2]([F:1])=[CH:3][CH:4]=2)=[O:17])=[CH:11][N:12]=1)[CH3:20], predict the reactants needed to synthesize it. The reactants are: [F:1][C:2]1[CH:7]=[CH:6][C:5]([NH:8][C:9](=[O:17])[C:10]2[CH:15]=[CH:14][C:13](I)=[N:12][CH:11]=2)=[CH:4][CH:3]=1.Cl.[CH2:19]([NH:21][CH2:22][CH3:23])[CH3:20].C(=O)([O-])[O-].[K+].[K+].C(=O)(O)[O-].[Na+]. (7) The reactants are: C1(C)C=CC(S(OCC([NH:15][C:16]([O:18][C:19]([CH3:22])([CH3:21])[CH3:20])=O)(C)C)(=O)=O)=CC=1.[OH-].[Na+]. Given the product [C:19]([O:18][C:16](=[NH:15])[CH:20]=[C:19]([CH3:22])[CH3:21])([CH3:20])([CH3:21])[CH3:22], predict the reactants needed to synthesize it.